This data is from Forward reaction prediction with 1.9M reactions from USPTO patents (1976-2016). The task is: Predict the product of the given reaction. (1) Given the reactants [CH2:1]([O:4][C:5]1[CH:6]=[C:7]([C:15]([O:17][CH3:18])=[O:16])[CH:8]=[C:9]([CH:14]=1)[C:10]([O:12]C)=[O:11])[CH:2]=[CH2:3].[OH-].[Na+], predict the reaction product. The product is: [CH2:1]([O:4][C:5]1[CH:14]=[C:9]([CH:8]=[C:7]([C:15]([O:17][CH3:18])=[O:16])[CH:6]=1)[C:10]([OH:12])=[O:11])[CH:2]=[CH2:3]. (2) The product is: [Br:14][CH:11]([CH3:12])[C:10]([C:7]1[CH:6]=[CH:5][C:4]([N+:1]([O-:3])=[O:2])=[CH:9][CH:8]=1)=[O:13]. Given the reactants [N+:1]([C:4]1[CH:9]=[CH:8][C:7]([C:10](=[O:13])[CH2:11][CH3:12])=[CH:6][CH:5]=1)([O-:3])=[O:2].[Br:14]Br, predict the reaction product. (3) Given the reactants C[O:2][C:3]([C:5]1[C:9]2[N:10]([CH2:13][C:14]3[CH:19]=[CH:18][C:17]([C:20]([F:23])([F:22])[F:21])=[CH:16][CH:15]=3)[CH:11]=[CH:12][C:8]=2[S:7][CH:6]=1)=[O:4].CO.O.[Li+].[OH-], predict the reaction product. The product is: [F:23][C:20]([F:21])([F:22])[C:17]1[CH:18]=[CH:19][C:14]([CH2:13][N:10]2[CH:11]=[CH:12][C:8]3[S:7][CH:6]=[C:5]([C:3]([OH:4])=[O:2])[C:9]2=3)=[CH:15][CH:16]=1. (4) Given the reactants C(OC([N:8]1[CH2:13][CH2:12][CH:11]([N:14]([CH2:19][C:20]2[CH:25]=[C:24]([C:26]([F:29])([F:28])[F:27])[CH:23]=[C:22]([C:30]([F:33])([F:32])[F:31])[CH:21]=2)[C:15]([O:17][CH3:18])=[O:16])[CH2:10][CH:9]1[CH2:34][CH3:35])=O)(C)(C)C.Cl, predict the reaction product. The product is: [CH3:18][O:17][C:15](=[O:16])[N:14]([CH2:19][C:20]1[CH:25]=[C:24]([C:26]([F:27])([F:28])[F:29])[CH:23]=[C:22]([C:30]([F:31])([F:33])[F:32])[CH:21]=1)[CH:11]1[CH2:12][CH2:13][NH:8][CH:9]([CH2:34][CH3:35])[CH2:10]1. (5) Given the reactants [N:1]1([C:7]([C:9]2[CH:17]=[C:16]3[C:12]([C:13]([C:18](=O)[CH3:19])=[CH:14][NH:15]3)=[CH:11][CH:10]=2)=[O:8])[CH2:6][CH2:5][O:4][CH2:3][CH2:2]1.C(O)(=O)C, predict the reaction product. The product is: [CH2:18]([C:13]1[C:12]2[C:16](=[CH:17][C:9]([C:7]([N:1]3[CH2:2][CH2:3][O:4][CH2:5][CH2:6]3)=[O:8])=[CH:10][CH:11]=2)[NH:15][CH:14]=1)[CH3:19].